Dataset: Forward reaction prediction with 1.9M reactions from USPTO patents (1976-2016). Task: Predict the product of the given reaction. (1) Given the reactants [Cl:1][C:2]1[CH:3]=[C:4]([CH:13]2[CH2:18][CH2:17][CH2:16][CH2:15][CH2:14]2)[C:5]2[O:9][CH:8]([CH2:10][OH:11])[CH2:7][C:6]=2[CH:12]=1.[C:19]1([CH3:29])[CH:24]=[CH:23][C:22]([S:25](Cl)(=[O:27])=[O:26])=[CH:21][CH:20]=1.C(N(C(C)C)CC)(C)C.CC1C=CC(S(OCC2CC3C=CC=C(OC)C=3O2)(=O)=O)=CC=1, predict the reaction product. The product is: [CH3:29][C:19]1[CH:24]=[CH:23][C:22]([S:25]([O:11][CH2:10][CH:8]2[CH2:7][C:6]3[CH:12]=[C:2]([Cl:1])[CH:3]=[C:4]([CH:13]4[CH2:14][CH2:15][CH2:16][CH2:17][CH2:18]4)[C:5]=3[O:9]2)(=[O:27])=[O:26])=[CH:21][CH:20]=1. (2) The product is: [NH2:3][C:8]1[N:13]=[C:12]([CH2:14][C:15]([NH:17][C:18]2[CH:19]=[CH:20][C:21]([NH:24][C:25]([C:27]3[C:28]([C:34]4[CH:35]=[CH:36][C:37]([C:40]([F:43])([F:41])[F:42])=[CH:38][CH:39]=4)=[CH:29][C:30]([CH3:33])=[CH:31][CH:32]=3)=[O:26])=[CH:22][CH:23]=2)=[O:16])[CH:11]=[CH:10][CH:9]=1. Given the reactants CC1[N:3]([C:8]2[N:13]=[C:12]([CH2:14][C:15]([NH:17][C:18]3[CH:23]=[CH:22][C:21]([NH:24][C:25]([C:27]4[C:28]([C:34]5[CH:39]=[CH:38][C:37]([C:40]([F:43])([F:42])[F:41])=[CH:36][CH:35]=5)=[CH:29][C:30]([CH3:33])=[CH:31][CH:32]=4)=[O:26])=[CH:20][CH:19]=3)=[O:16])[CH:11]=[CH:10][CH:9]=2)C(C)=CC=1.Cl.NO.C(N(CC)CC)C, predict the reaction product.